From a dataset of Catalyst prediction with 721,799 reactions and 888 catalyst types from USPTO. Predict which catalyst facilitates the given reaction. Reactant: [Br:1][C:2]1[C:3](=[O:29])[N:4]([CH2:19][C:20]2[CH:28]=[CH:27][C:23]([C:24]([OH:26])=O)=[CH:22][CH:21]=2)[C:5]([CH3:18])=[CH:6][C:7]=1[O:8][CH2:9][C:10]1[CH:15]=[CH:14][C:13]([F:16])=[CH:12][C:11]=1[F:17].ON1C2C=CC=CC=2N=N1.N=C=N.[CH2:43]([CH2:45][NH2:46])[OH:44].CN=C=O. Product: [Br:1][C:2]1[C:3](=[O:29])[N:4]([CH2:19][C:20]2[CH:28]=[CH:27][C:23]([C:24]([NH:46][CH2:45][CH2:43][OH:44])=[O:26])=[CH:22][CH:21]=2)[C:5]([CH3:18])=[CH:6][C:7]=1[O:8][CH2:9][C:10]1[CH:15]=[CH:14][C:13]([F:16])=[CH:12][C:11]=1[F:17]. The catalyst class is: 348.